Dataset: Forward reaction prediction with 1.9M reactions from USPTO patents (1976-2016). Task: Predict the product of the given reaction. (1) Given the reactants [Li]CCCC.[CH3:6][OH:7].[N+:8]([C:11]1[CH:12]=[C:13]([CH:17]=[C:18]([N+]([O-])=O)[CH:19]=1)[C:14]([OH:16])=[O:15])([O-:10])=[O:9].OS(O)(=O)=O, predict the reaction product. The product is: [CH3:6][O:7][C:18]1[CH:17]=[C:13]([CH:12]=[C:11]([N+:8]([O-:10])=[O:9])[CH:19]=1)[C:14]([OH:16])=[O:15]. (2) Given the reactants [O:1]=[CH:2][C@@H:3]([C@H:5]([C@@H:7]([C@@H:9]([CH2:11][OH:12])[OH:10])[OH:8])[OH:6])[OH:4].[C:13]([OH:18])(=[O:17])[C@@H:14]([CH3:16])[OH:15], predict the reaction product. The product is: [C:13]([O-:18])(=[O:17])[CH:14]([CH3:16])[OH:15].[O:1]=[CH:2][C@@H:3]([C@H:5]([C@@H:7]([C@@H:9]([CH2:11][OH:12])[OH:10])[OH:8])[OH:6])[OH:4]. (3) Given the reactants Cl.[CH3:2][O:3][C:4]1[C:12]2[O:11][C:10]([CH3:14])([CH3:13])[CH2:9][C:8]=2[C:7]([C:15]2[C:16]([CH3:28])([CH3:27])[C:17](=[O:26])[N:18]([CH:20]3[CH2:25][CH2:24][NH:23][CH2:22][CH2:21]3)[N:19]=2)=[CH:6][CH:5]=1.[Cl:29][CH2:30][C:31](O[C:31](=[O:32])[CH2:30][Cl:29])=[O:32], predict the reaction product. The product is: [Cl:29][CH2:30][C:31]([N:23]1[CH2:24][CH2:25][CH:20]([N:18]2[C:17](=[O:26])[C:16]([CH3:28])([CH3:27])[C:15]([C:7]3[C:8]4[CH2:9][C:10]([CH3:14])([CH3:13])[O:11][C:12]=4[C:4]([O:3][CH3:2])=[CH:5][CH:6]=3)=[N:19]2)[CH2:21][CH2:22]1)=[O:32]. (4) The product is: [CH3:25][O:24][C:7]1[CH:6]=[CH:5][C:4]2[N:3]=[C:2]([NH:35][C:34]3[CH:36]=[CH:37][CH:38]=[C:32]([N:29]4[CH2:30][CH2:31][O:26][CH2:27][CH2:28]4)[CH:33]=3)[C:11]3[NH:12][N:13]=[CH:14][C:10]=3[C:9]=2[CH:8]=1. Given the reactants Cl[C:2]1[C:11]2=[N:12][N:13](CC3C=CC(OC)=CC=3)[CH:14]=[C:10]2[C:9]2[CH:8]=[C:7]([O:24][CH3:25])[CH:6]=[CH:5][C:4]=2[N:3]=1.[O:26]1[CH2:31][CH2:30][N:29]([C:32]2[CH:33]=[C:34]([CH:36]=[CH:37][CH:38]=2)[NH2:35])[CH2:28][CH2:27]1.Cl, predict the reaction product. (5) Given the reactants C(N[C:6]1[N:14]=[C:13]2[C:9]([N:10]=[C:11]([O:23][CH3:24])[N:12]2[CH2:15][CH2:16][CH2:17][CH:18]2[CH2:22][CH2:21][O:20][CH2:19]2)=[C:8]([NH2:25])[N:7]=1)CCC.FC(F)(F)C(O)=O.[CH:33]1([CH2:36][CH2:37][O:38]C2NC(N)=C3C(N=2)=NC(OC)=N3)[CH2:35][CH2:34]1.BrCCC1CCCOC1, predict the reaction product. The product is: [CH:33]1([CH2:36][CH2:37][O:38][C:6]2[N:14]=[C:13]3[C:9]([N:10]=[C:11]([O:23][CH3:24])[N:12]3[CH2:15][CH2:16][CH:17]3[CH2:18][CH2:22][CH2:21][O:20][CH2:19]3)=[C:8]([NH2:25])[N:7]=2)[CH2:35][CH2:34]1.